Dataset: Forward reaction prediction with 1.9M reactions from USPTO patents (1976-2016). Task: Predict the product of the given reaction. (1) Given the reactants Br[C:2]1[C:15]2[CH:16]=[CH:17][CH:18]=[CH:19][C:14]=2[C:13]2[C:12]3[CH:11]=[CH:10][CH:9]=[CH:8][C:7]=3[CH:6]=[CH:5][C:4]=2[CH:3]=1.[B:20](OC)([O:23]C)[O:21]C.O, predict the reaction product. The product is: [CH:19]1[C:14]2[C:13]3[C:12]4[CH:11]=[CH:10][CH:9]=[CH:8][C:7]=4[CH:6]=[CH:5][C:4]=3[CH:3]=[C:2]([B:20]([OH:23])[OH:21])[C:15]=2[CH:16]=[CH:17][CH:18]=1. (2) Given the reactants C(OC([N:8]1[CH2:12][CH2:11][C@H:10]([OH:13])[CH2:9]1)=O)(C)(C)C.C[Si](C)(C)[N-][Si](C)(C)C.[Na+].[CH:24]1([CH2:27]Br)[CH2:26][CH2:25]1.C(=O)([O-])O.[Na+].O1CCOCC1.[ClH:40], predict the reaction product. The product is: [ClH:40].[CH:24]1([CH2:27][O:13][C@H:10]2[CH2:11][CH2:12][NH:8][CH2:9]2)[CH2:26][CH2:25]1. (3) Given the reactants [CH:1](=[O:8])[C:2]1[CH:7]=[CH:6][CH:5]=[CH:4][CH:3]=1.CC(C(O)C1C=CC=CC=1)=O.C([O-])(=O)C(C)=O.[NH2:26][C@H:27](C(O)=O)[CH3:28], predict the reaction product. The product is: [CH3:28][C@@H:27]([NH2:26])[C@@H:1]([OH:8])[C:2]1[CH:7]=[CH:6][CH:5]=[CH:4][CH:3]=1. (4) The product is: [N:1]1[CH:6]=[CH:5][CH:4]=[C:3]([N:7]2[C:8]3[CH:13]=[CH:12][CH:11]=[CH:10][C:9]=3[N:14]=[C:15]2/[CH:16]=[CH:17]/[C:18]2[CH:23]=[CH:22][CH:21]=[CH:20][CH:19]=2)[CH:2]=1. Given the reactants [N:1]1[CH:6]=[CH:5][CH:4]=[C:3]([NH:7][C:8]2[CH:13]=[CH:12][CH:11]=[CH:10][C:9]=2[NH2:14])[CH:2]=1.[C:15](Cl)(=O)/[CH:16]=[CH:17]/[C:18]1[CH:23]=[CH:22][CH:21]=[CH:20][CH:19]=1, predict the reaction product.